From a dataset of Catalyst prediction with 721,799 reactions and 888 catalyst types from USPTO. Predict which catalyst facilitates the given reaction. Reactant: [F:1][C:2]1[C:11]([CH2:12][CH2:13][C:14]2[CH:15]=[N:16][C:17]([NH:20][C:21]3[CH:26]=[CH:25][C:24]([N:27]4[CH2:32][CH2:31][CH2:30][CH2:29][C:28]4=[O:33])=[CH:23][CH:22]=3)=[N:18][CH:19]=2)=[CH:10][C:5]([C:6]([O:8]C)=O)=[CH:4][C:3]=1[O:34][CH3:35].[OH-].[Na+].Cl.CN.[CH3:41][N:42](C(ON1N=NC2C=CC=NC1=2)=[N+](C)C)C.F[P-](F)(F)(F)(F)F.CCN(C(C)C)C(C)C. Product: [F:1][C:2]1[C:11]([CH2:12][CH2:13][C:14]2[CH:19]=[N:18][C:17]([NH:20][C:21]3[CH:26]=[CH:25][C:24]([N:27]4[CH2:32][CH2:31][CH2:30][CH2:29][C:28]4=[O:33])=[CH:23][CH:22]=3)=[N:16][CH:15]=2)=[CH:10][C:5]([C:6]([NH:42][CH3:41])=[O:8])=[CH:4][C:3]=1[O:34][CH3:35]. The catalyst class is: 475.